Task: Predict the reaction yield, written as a fraction of the theoretical maximum amount of product (1.0 means a 100% yield; for example, 0.34 means a 34% yield).. Dataset: Reaction yield outcomes from USPTO patents with 853,638 reactions The reactants are [C:14]1(P([C:14]2[CH:19]=[CH:18][CH:17]=[CH:16][CH:15]=2)[C:14]2[CH:19]=[CH:18][CH:17]=[CH:16][CH:15]=2)[CH:19]=[CH:18][CH:17]=[CH:16][CH:15]=1.CCCBr.CC(C)([O-])C.[K+].[Cl:30][CH2:31][CH2:32][CH2:33][CH2:34][CH2:35][CH2:36]C#CC=O. The catalyst is O1CCCC1.CN(C)C(=O)C. The product is [CH2:31]([Cl:30])[CH2:32][CH2:33][CH2:34][CH2:35][CH2:36][C:15]#[C:16]/[CH:17]=[CH:18]\[CH2:19][CH3:14]. The yield is 0.866.